Dataset: Experimentally validated miRNA-target interactions with 360,000+ pairs, plus equal number of negative samples. Task: Binary Classification. Given a miRNA mature sequence and a target amino acid sequence, predict their likelihood of interaction. (1) The miRNA is hsa-miR-151a-3p with sequence CUAGACUGAAGCUCCUUGAGG. The protein sequence of the target gene is MAEARKRRELLPLIYHHLLRAGYVRAAREVKEQSGQKCFLAQPVTLLDIYTHWQQTSELGRKRKAEEDAALQAKKTRVSDPISTSESSEEEEEAEAETAKATPRLASTNSSVLGADLPSSMKEKAKAETEKAGKTGNSMPHPATGKTVANLLSGKSPRKSAEPSANTTLVSETEEEGSVPAFGAAAKPGMVSAGQADSSSEDTSSSSDETDVEGKPSVKPAQVKASSVSTKESPARKAAPAPGKVGDVTPQVKGGALPPAKRAKKPEEESESSEEGSESEEEAPAGTRSQVKASEKILQV.... Result: 1 (interaction). (2) The miRNA is mmu-let-7c-5p with sequence UGAGGUAGUAGGUUGUAUGGUU. The protein sequence of the target gene is MSIRVTQKSYKVSTSGPRAFSSRSYTSGPGSRISSSSFSRVGSSNFRGGLGGGYGGASGMGGITAVTVNQSLLSPLVLEVDPNIQAVRTQEKEQIKTLNNKFASFIDKVRFLEQQNKMLETKWSLLQQQKTARSNMDNMFESYINNLRRQLETLGQEKLKLEAELGNMQGLVEDFKNKYEDEINKRTEMENEFVLIKKDVDEAYMNKVELESRLEGLTDEINFLRQLYEEEIRELQSQISDTSVVLSMDNSRSLDMDSIIAEVKAQYEDIANRSRAEAESMYQIKYEELQSLAGKHGDDL.... Result: 0 (no interaction). (3) The miRNA is mmu-miR-136-5p with sequence ACUCCAUUUGUUUUGAUGAUGG. The protein sequence of the target gene is MGSGPIDPKELLKGLDSFLTRDGEVKSVDGISKIFSLMKEARKMVSRCTYLNIILQTRAPEVLVKFIDVGGYKLLNNWLTYSKTTNNIPLLQQILLTLQHLPLTVDHLKQNNTAKLVKQLSKSSEDEELRKLASVLVSDWMAVIRSQSSTQPAEKDKKKRKEEGKSRTTLPERPLTEVKAETRAEEAPEKKKEKPKSLRTTAPSHAKFRSTGLELDTPSLVPVKKNSSTVVVSDKYNLKPIPLKRQSATAAPGDAAPPAEKKYKPLNTAPNTTKEIKVKIIPPQPMEGLGFLDALNSAPV.... Result: 0 (no interaction). (4) The miRNA is hsa-miR-548t-3p with sequence AAAAACCACAAUUACUUUUGCACCA. The protein sequence of the target gene is MQRPGPRLWLVLQVMGSCAAISSMDMERPGDGKCQPIEIPMCKDIGYNMTRMPNLMGHENQREAAIQLHEFAPLVEYGCHGHLRFFLCSLYAPMCTEQVSTPIPACRVMCEQARLKCSPIMEQFNFKWPDSLDCRKLPNKNDPNYLCMEAPNNGSDEPTRGSGLFPPLFRPQRPHSAQEHPLKDGGPGRGGCDNPGKFHHVEKSASCAPLCTPGVDVYWSREDKRFAVVWLAIWAVLCFFSSAFTVLTFLIDPARFRYPERPIIFLSMCYCVYSVGYLIRLFAGAESIACDRDSGQLYVI.... Result: 1 (interaction). (5) The miRNA is mmu-miR-5119 with sequence CAUCUCAUCCUGGGGCUGG. The protein sequence of the target gene is MAEVKVEVASIDWQKRCLSLETQLFRFRLQASKIRELLADKMQELEQRLLEAEQRAENAETQVGVMEEKIKLSNLKSVDSTGTLHQKYQELLRAVQGKDELISQLQAQLEKQKQTRAEEAKIVQEKAAKIKEWVTVKLAELEMENQQLKTCNQQLVEQVAALQDALEDLRMTPSEELLVVPEGTPERDPVPSGPSDQPVEQDSNPHTQILKVAVPTPSLGTLQSRDSLSEARSLEDLRFSMVHPGETAEAKTLQSHLQKEGSPSQLCMKPGNPKHGSASYRESLVTAQGGTFPGTKTSAR.... Result: 1 (interaction). (6) The miRNA is hsa-miR-1-3p with sequence UGGAAUGUAAAGAAGUAUGUAU. The protein sequence of the target gene is MESYHKPDQQKLQALKDTANRLRISSIQATTAAGSGHPTSCCSAAEIMAVLFFHTMRYKSQDPRNPHNDRFVLSKGHAAPILYAVWAEAGFLAEAELLNLRKISSDLDGHPVPKQAFTDVATGSLGQGLGAACGMAYTGKYFDKASYRVYCLLGDGELSEGSVWEAMAFASIYKLDNLVAILDINRLGQSDPAPLQHQMDIYQKRCEAFGWHAIIVDGHSVEELCKAFGQAKHQPTAIIAKTFKGRGITGVEDKESWHGKPLPKNMAEQIIQEIYSQIQSKKKILATPPQEDAPSVDIAN.... Result: 1 (interaction). (7) The miRNA is mmu-miR-3473b with sequence GGGCUGGAGAGAUGGCUCAG. The protein sequence of the target gene is MAGPQQQPPYLHLAELTASQFLEIWKHFDADGNGYIEGKELENFFQELEKARKGSGMMSKSDNFGEKMKEFMQKYDKNSDGKIEMAELAQILPTEENFLLCFRQHVGSSAEFMEAWRKYDTDRSGYIEANELKGFLSDLLKKANRPYDEPKLQEYTQTILRMFDLNGDGKLGLSEMSRLLPVQENFLLKFQGMKLTSEEFNAIFTFYDKDRSGYIDEHELDALLKDLYEKNKKEMNIQQLTNYRKSVMSLAEAGKLYRKDLEIVLCSEPPM. Result: 0 (no interaction). (8) The miRNA is mmu-miR-486b-5p with sequence UCCUGUACUGAGCUGCCCCGAG. The protein sequence of the target gene is MAAQGVGPGPGSAAPPGLEAARQKLALRRKKVLSTEEMELYELAQAAGGAIDPDVFKILVDLLKLNVAPLAVFQMLKSMCAGQRLASEPQDPAAVSLPTSSVPETRGRNKGSAALGGALALAERSSREGSSQRMPRQPSATRLPKGGGPGKSPTRGST. Result: 0 (no interaction). (9) The miRNA is cel-miR-73-3p with sequence UGGCAAGAUGUAGGCAGUUCAGU. The protein sequence of the target gene is MMSFGSADALLGAPFAPLHGGGSLHYSLSRKAGPGGTRSAAGSSSGFHSWARTSVSSVSASPSRFRGAASSTDSLDTLSNGPEGCVVAAVAARSEKEQLQALNDRFAGYIDKVRQLEAHNRSLEGEAAALRQQQAGRAAMGELYEREVREMRGAVLRLGAARGQLRLEQEHLLEDIAHVRQRLDEEARQREEAEAAARALARFAQEAEAARVELQKKAQALQEECGYLRRHHQEEVGELLGQIQGCGAAQAQAQAEARDALKCDVTSALREIRAQLEGHAVQSTLQSEEWFRVRLDRLSE.... Result: 0 (no interaction). (10) Result: 1 (interaction). The protein sequence of the target gene is MASRINTNFTLIPNQKLRRSNRQTSCYSKTLGSGFQPISTFGNFKALPLEIFQIILKYLSVKDISMLSMVSKTVSQHIINYISTSSGSKRLLLQDFHNLELPDRRQDSAILEHYRSLGLLFKRCTLLLPTKERLKYIHKILTEVSCFKFNGCAAPMQCLGLTCYGMFLQTLTAGWDELECHRVYNFLCELTNLCRKIQMAVCSKPGSAQKLELRIRLFCRNVLLDHWTHRSDSAFWLTRILKPWPMVNQARLLYIIFGPISPQDGQVVWQEMIEEPTDEFSLKGLADAIKLLYDASTKEW.... The miRNA is hsa-miR-6886-3p with sequence UGCCCUUCUCUCCUCCUGCCU.